From a dataset of Forward reaction prediction with 1.9M reactions from USPTO patents (1976-2016). Predict the product of the given reaction. (1) Given the reactants [CH2:1]([O:3][C:4]([N:6]1[CH2:11][CH2:10][N:9]([C:12](=[O:43])[C@@H:13]([NH:23][C:24]([C:26]2[CH:35]=[C:34]([O:36][C@@H:37]([C:39]([OH:41])=O)[CH3:38])[C:33]3[C:28](=[CH:29][C:30]([CH3:42])=[CH:31][CH:32]=3)[N:27]=2)=[O:25])[CH2:14][CH2:15][C:16]([O:18][C:19]([CH3:22])([CH3:21])[CH3:20])=[O:17])[CH2:8][CH2:7]1)=[O:5])[CH3:2].C(Cl)CCl.FC1C(O)=C(F)C(F)=C(F)C=1F.FC(F)(F)C(O)=O.[CH:67]1([NH:71][C:72]([C@@H:74]2[CH2:78][CH2:77][CH2:76][NH:75]2)=[O:73])[CH2:70][CH2:69][CH2:68]1, predict the reaction product. The product is: [CH2:1]([O:3][C:4]([N:6]1[CH2:11][CH2:10][N:9]([C:12](=[O:43])[C@@H:13]([NH:23][C:24]([C:26]2[CH:35]=[C:34]([O:36][C@H:37]([CH3:38])[C:39]([N:75]3[CH2:76][CH2:77][CH2:78][C@H:74]3[C:72](=[O:73])[NH:71][CH:67]3[CH2:68][CH2:69][CH2:70]3)=[O:41])[C:33]3[C:28](=[CH:29][C:30]([CH3:42])=[CH:31][CH:32]=3)[N:27]=2)=[O:25])[CH2:14][CH2:15][C:16]([O:18][C:19]([CH3:22])([CH3:21])[CH3:20])=[O:17])[CH2:8][CH2:7]1)=[O:5])[CH3:2]. (2) The product is: [C:9]([NH:8][C:4]1[CH:3]=[C:2]([CH:7]=[CH:6][CH:5]=1)[O:1][CH2:13][C:14]([OH:16])=[O:15])(=[O:11])[CH3:10]. Given the reactants [OH:1][C:2]1[CH:3]=[C:4]([NH:8][C:9](=[O:11])[CH3:10])[CH:5]=[CH:6][CH:7]=1.Br[CH2:13][C:14]([O:16]CC)=[O:15].C([O-])([O-])=O.[K+].[K+].[OH-].[Na+].Cl, predict the reaction product. (3) Given the reactants [CH:1]1[CH:2]=[C:3]([CH2:6][NH:7][C:8]2[C:13]([C:14]([OH:16])=O)=[CH:12][C:11]([S:17]([NH2:20])(=[O:19])=[O:18])=[C:10]([Cl:21])[CH:9]=2)[O:4][CH:5]=1.[N+:22]([O-:25])([OH:24])=[O:23].C([N:28]([CH2:31][CH3:32])[CH2:29][CH3:30])C.[CH3:33]CN=C=NCCCN(C)C, predict the reaction product. The product is: [Cl:21][C:10]1[CH:9]=[C:8]([NH:7][CH2:6][C:3]2[O:4][CH:5]=[CH:1][CH:2]=2)[C:13]([C:14]([N:28]2[CH2:29][CH2:30][CH:33]([O:23][N+:22]([O-:25])=[O:24])[CH2:32][CH2:31]2)=[O:16])=[CH:12][C:11]=1[S:17]([NH2:20])(=[O:19])=[O:18].